This data is from Full USPTO retrosynthesis dataset with 1.9M reactions from patents (1976-2016). The task is: Predict the reactants needed to synthesize the given product. (1) Given the product [OH:13][CH2:12][C:4]1[CH:3]=[C:2]([CH:7]=[C:6]([C:8]([F:11])([F:10])[F:9])[CH:5]=1)[C:14]#[N:15], predict the reactants needed to synthesize it. The reactants are: Br[C:2]1[CH:3]=[C:4]([CH2:12][OH:13])[CH:5]=[C:6]([C:8]([F:11])([F:10])[F:9])[CH:7]=1.[CH3:14][N:15](C=O)C. (2) Given the product [OH:23][CH:24]([C:18]1[C:2]([CH3:7])=[CH:3][C:21]([O:39][CH3:40])=[CH:20][C:19]=1[CH3:12])[CH2:25][CH:26]1[CH2:27][CH2:28][N:29]([C:32]([O:34][C:35]([CH3:38])([CH3:37])[CH3:36])=[O:33])[CH2:30][CH2:31]1, predict the reactants needed to synthesize it. The reactants are: Br[C:2]1[CH:7]=C(C)C(OC)=C(C)[CH:3]=1.[CH3:12]CCCCC.[CH2:18]([Li])[CH2:19][CH2:20][CH3:21].[O:23]=[CH:24][CH2:25][CH:26]1[CH2:31][CH2:30][N:29]([C:32]([O:34][C:35]([CH3:38])([CH3:37])[CH3:36])=[O:33])[CH2:28][CH2:27]1.[O:39]1CCC[CH2:40]1. (3) Given the product [NH2:1][CH2:4][C@@H:5]([NH:15][C:16]([C:18]1[S:19][C:20]([C:23]2[C:24]3[C@H:31]([CH3:32])[CH2:30][CH2:29][C:25]=3[N:26]=[CH:27][N:28]=2)=[CH:21][CH:22]=1)=[O:17])[CH2:6][C:7]1[CH:12]=[CH:11][C:10]([Cl:13])=[CH:9][C:8]=1[Cl:14], predict the reactants needed to synthesize it. The reactants are: [N:1]([CH2:4][C@@H:5]([NH:15][C:16]([C:18]1[S:19][C:20]([C:23]2[C:24]3[C@H:31]([CH3:32])[CH2:30][CH2:29][C:25]=3[N:26]=[CH:27][N:28]=2)=[CH:21][CH:22]=1)=[O:17])[CH2:6][C:7]1[CH:12]=[CH:11][C:10]([Cl:13])=[CH:9][C:8]=1[Cl:14])=[N+]=[N-]. (4) Given the product [CH3:1][O:2][C:3](=[O:34])[CH2:4][C:5]1[CH:6]=[C:7]([C:13]2[CH:18]=[CH:17][C:16]([C:19]([F:22])([F:20])[F:21])=[CH:15][C:14]=2[CH2:23][N:24]([C:35](=[O:37])[CH3:36])[C@@H:25]2[C:33]3[C:28](=[CH:29][CH:30]=[CH:31][CH:32]=3)[CH2:27][CH2:26]2)[C:8]([O:11][CH3:12])=[CH:9][CH:10]=1, predict the reactants needed to synthesize it. The reactants are: [CH3:1][O:2][C:3](=[O:34])[CH2:4][C:5]1[CH:6]=[C:7]([C:13]2[CH:18]=[CH:17][C:16]([C:19]([F:22])([F:21])[F:20])=[CH:15][C:14]=2[CH2:23][NH:24][C@@H:25]2[C:33]3[C:28](=[CH:29][CH:30]=[CH:31][CH:32]=3)[CH2:27][CH2:26]2)[C:8]([O:11][CH3:12])=[CH:9][CH:10]=1.[C:35](Cl)(=[O:37])[CH3:36]. (5) Given the product [CH3:10][C@@H:8]1[CH2:7][N:6]([C:12]([O:14][C:15]([CH3:17])([CH3:16])[CH3:18])=[O:13])[C@H:5]([CH2:4][OH:3])[CH2:9]1, predict the reactants needed to synthesize it. The reactants are: C([O:3][C:4](=O)[C@@H:5]1[CH2:9][C@H:8]([CH3:10])[C:7](=O)[N:6]1[C:12]([O:14][C:15]([CH3:18])([CH3:17])[CH3:16])=[O:13])C.[BH4-].[Na+].B(F)(F)F.CCOCC. (6) The reactants are: [Br:1][C:2]1[CH:7]=[CH:6][C:5](F)=[C:4]([N+:9]([O-:11])=[O:10])[CH:3]=1.Cl.[NH2:13][CH2:14][CH2:15][C:16]([O:18][CH2:19][CH3:20])=[O:17].C(=O)([O-])[O-].[K+].[K+].[Cl-].[NH4+]. Given the product [Br:1][C:2]1[CH:7]=[CH:6][C:5]([NH:13][CH2:14][CH2:15][C:16]([O:18][CH2:19][CH3:20])=[O:17])=[C:4]([N+:9]([O-:11])=[O:10])[CH:3]=1, predict the reactants needed to synthesize it. (7) Given the product [CH3:1][C@H:2]1[N:7]([C:8]2[NH:9][C:10]3[C:16]([C:17]4[CH:18]=[C:19]([F:25])[C:20]([F:24])=[C:21]([F:23])[CH:22]=4)=[CH:15][C:14]([C:26]([F:29])([F:28])[F:27])=[CH:13][C:11]=3[N:12]=2)[CH2:6][CH2:5][N:4]([C:30]2[N:35]=[CH:34][C:33]([CH:36]=[O:37])=[CH:32][C:31]=2[C:38]([F:41])([F:39])[F:40])[CH2:3]1, predict the reactants needed to synthesize it. The reactants are: [CH3:1][C@H:2]1[N:7]([C:8]2[NH:12][C:11]3[CH:13]=[C:14]([C:26]([F:29])([F:28])[F:27])[CH:15]=[C:16]([C:17]4[CH:22]=[C:21]([F:23])[C:20]([F:24])=[C:19]([F:25])[CH:18]=4)[C:10]=3[N:9]=2)[CH2:6][CH2:5][N:4]([C:30]2[N:35]=[CH:34][C:33]([CH2:36][OH:37])=[CH:32][C:31]=2[C:38]([F:41])([F:40])[F:39])[CH2:3]1. (8) Given the product [C:56]([C:55]1[C:51]([NH:50][C:44]2[CH:49]=[CH:48][N:47]=[CH:46][N:45]=2)=[N:52][N:53]([C:59]2([CH2:72][C:73]#[N:74])[CH2:64][CH2:63][N:62]([C:65]([O:67][C:68]([CH3:69])([CH3:70])[CH3:71])=[O:66])[CH2:61][CH2:60]2)[CH:54]=1)(=[O:58])[NH2:57], predict the reactants needed to synthesize it. The reactants are: [O-]P([O-])([O-])=O.[K+].[K+].[K+].CC(C1C=C(C(C)C)C(C2C=CC=CC=2P(C2CCCCC2)C2CCCCC2)=C(C(C)C)C=1)C.Br[C:44]1[CH:49]=[CH:48][N:47]=[CH:46][N:45]=1.[NH2:50][C:51]1[C:55]([C:56](=[O:58])[NH2:57])=[CH:54][N:53]([C:59]2([CH2:72][C:73]#[N:74])[CH2:64][CH2:63][N:62]([C:65]([O:67][C:68]([CH3:71])([CH3:70])[CH3:69])=[O:66])[CH2:61][CH2:60]2)[N:52]=1.